Predict the reaction yield, written as a fraction of the theoretical maximum amount of product (1.0 means a 100% yield; for example, 0.34 means a 34% yield). From a dataset of Reaction yield outcomes from USPTO patents with 853,638 reactions. (1) The reactants are [CH3:1][C:2]1([CH3:32])[CH2:7][C:6](=[O:8])[CH2:5][C:4]([CH3:10])([CH3:9])[P:3]1[C:11]1[CH:16]=[CH:15][CH:14]=[CH:13][C:12]=1[C:17]1[C:22]([CH:23]([CH3:25])[CH3:24])=[CH:21][C:20]([CH:26]([CH3:28])[CH3:27])=[CH:19][C:18]=1[CH:29]([CH3:31])[CH3:30].[H-].[Al+3].[Li+].[H-].[H-].[H-]. No catalyst specified. The product is [CH3:10][C:4]1([CH3:9])[CH2:5][CH:6]([OH:8])[CH2:7][C:2]([CH3:1])([CH3:32])[P:3]1[C:11]1[CH:16]=[CH:15][CH:14]=[CH:13][C:12]=1[C:17]1[C:22]([CH:23]([CH3:24])[CH3:25])=[CH:21][C:20]([CH:26]([CH3:28])[CH3:27])=[CH:19][C:18]=1[CH:29]([CH3:31])[CH3:30]. The yield is 0.880. (2) The reactants are [H-].[Al+3].[Li+].[H-].[H-].[H-].[Si:7]([O:14][CH2:15][CH2:16][CH2:17][CH2:18][CH2:19][CH2:20][CH2:21][CH2:22][CH2:23][CH2:24][CH2:25][CH2:26][CH2:27][CH2:28][C:29]1[C:38]([O:39][CH3:40])=[CH:37][C:32]([C:33](OC)=[O:34])=[CH:31][C:30]=1[O:41][CH3:42])([C:10]([CH3:13])([CH3:12])[CH3:11])([CH3:9])[CH3:8].C(C(C(C([O-])=O)O)O)([O-])=O.[Na+].[Na+]. The catalyst is C1COCC1. The product is [Si:7]([O:14][CH2:15][CH2:16][CH2:17][CH2:18][CH2:19][CH2:20][CH2:21][CH2:22][CH2:23][CH2:24][CH2:25][CH2:26][CH2:27][CH2:28][C:29]1[C:38]([O:39][CH3:40])=[CH:37][C:32]([CH2:33][OH:34])=[CH:31][C:30]=1[O:41][CH3:42])([C:10]([CH3:13])([CH3:12])[CH3:11])([CH3:8])[CH3:9]. The yield is 0.920. (3) The reactants are [NH2:1][C:2]1[CH:11]=[CH:10][C:5]([C:6]([O:8][CH3:9])=[O:7])=[C:4]([O:12][CH3:13])[CH:3]=1.C1C=CC2N(O)N=NC=2C=1.[CH2:24]([O:42][CH:43]1[CH:48]([O:49][CH2:50][CH2:51][CH2:52][CH2:53][CH2:54][CH2:55][CH2:56][CH2:57][CH2:58][CH2:59][CH2:60][CH2:61][CH2:62][CH2:63][CH2:64][CH2:65][CH2:66][CH3:67])[CH:47]([O:68][CH2:69][CH2:70][CH2:71][CH2:72][CH2:73][CH2:74][CH2:75][CH2:76][CH2:77][CH2:78][CH2:79][CH2:80][CH2:81][CH2:82][CH2:83][CH2:84][CH2:85][CH3:86])[CH2:46][CH:45]([C:87](O)=[O:88])[CH2:44]1)[CH2:25][CH2:26][CH2:27][CH2:28][CH2:29][CH2:30][CH2:31][CH2:32][CH2:33][CH2:34][CH2:35][CH2:36][CH2:37][CH2:38][CH2:39][CH2:40][CH3:41].CCN=C=NCCCN(C)C.Cl. The catalyst is C(Cl)(Cl)Cl. The product is [CH3:13][O:12][C:4]1[CH:3]=[C:2]([NH:1][C:87]([CH:45]2[CH2:46][CH:47]([O:68][CH2:69][CH2:70][CH2:71][CH2:72][CH2:73][CH2:74][CH2:75][CH2:76][CH2:77][CH2:78][CH2:79][CH2:80][CH2:81][CH2:82][CH2:83][CH2:84][CH2:85][CH3:86])[CH:48]([O:49][CH2:50][CH2:51][CH2:52][CH2:53][CH2:54][CH2:55][CH2:56][CH2:57][CH2:58][CH2:59][CH2:60][CH2:61][CH2:62][CH2:63][CH2:64][CH2:65][CH2:66][CH3:67])[CH:43]([O:42][CH2:24][CH2:25][CH2:26][CH2:27][CH2:28][CH2:29][CH2:30][CH2:31][CH2:32][CH2:33][CH2:34][CH2:35][CH2:36][CH2:37][CH2:38][CH2:39][CH2:40][CH3:41])[CH2:44]2)=[O:88])[CH:11]=[CH:10][C:5]=1[C:6]([O:8][CH3:9])=[O:7]. The yield is 0.270. (4) The reactants are [I:1]I.C1(P(C2C=CC=CC=2)C2C=CC=CC=2)C=CC=CC=1.N1C=CN=C1.O[CH2:28][C:29]1[N:30]=[C:31]([CH:34]2[CH2:39][CH2:38][N:37]([C:40]([O:42][C:43]([CH3:46])([CH3:45])[CH3:44])=[O:41])[CH2:36][CH2:35]2)[S:32][CH:33]=1. The catalyst is ClCCl. The product is [I:1][CH2:28][C:29]1[N:30]=[C:31]([CH:34]2[CH2:39][CH2:38][N:37]([C:40]([O:42][C:43]([CH3:46])([CH3:45])[CH3:44])=[O:41])[CH2:36][CH2:35]2)[S:32][CH:33]=1. The yield is 0.740.